From a dataset of Full USPTO retrosynthesis dataset with 1.9M reactions from patents (1976-2016). Predict the reactants needed to synthesize the given product. Given the product [NH2:32][C:28]1([CH2:27][NH:26][C:2]2[C:11]3[C:6](=[CH:7][CH:8]=[C:9]([CH3:12])[CH:10]=3)[N:5]=[C:4]([N:13]3[CH2:19][C:18]4[CH:20]=[CH:21][CH:22]=[CH:23][C:17]=4[S:16](=[O:25])(=[O:24])[CH2:15][CH2:14]3)[CH:3]=2)[CH2:31][CH2:30][CH2:29]1, predict the reactants needed to synthesize it. The reactants are: Cl[C:2]1[C:11]2[C:6](=[CH:7][CH:8]=[C:9]([CH3:12])[CH:10]=2)[N:5]=[C:4]([N:13]2[CH2:19][C:18]3[CH:20]=[CH:21][CH:22]=[CH:23][C:17]=3[S:16](=[O:25])(=[O:24])[CH2:15][CH2:14]2)[CH:3]=1.[NH2:26][CH2:27][C:28]1([NH2:32])[CH2:31][CH2:30][CH2:29]1.